Predict the product of the given reaction. From a dataset of Forward reaction prediction with 1.9M reactions from USPTO patents (1976-2016). (1) Given the reactants [CH3:1][C:2]1[CH:10]=[C:9]([C:11]([F:14])([F:13])[F:12])[CH:8]=[CH:7][C:3]=1[C:4]([OH:6])=O.C([O:17][C:18](=[O:40])[C:19]([O:22][C:23]1[CH:28]=[CH:27][C:26]([O:29][C:30]2[CH:35]=[C:34]([CH3:36])[CH:33]=[C:32]([CH2:37][NH2:38])[CH:31]=2)=[CH:25][C:24]=1[CH3:39])([CH3:21])[CH3:20])C, predict the reaction product. The product is: [CH3:21][C:19]([O:22][C:23]1[CH:28]=[CH:27][C:26]([O:29][C:30]2[CH:31]=[C:32]([CH2:37][NH:38][C:4](=[O:6])[C:3]3[CH:7]=[CH:8][C:9]([C:11]([F:14])([F:13])[F:12])=[CH:10][C:2]=3[CH3:1])[CH:33]=[C:34]([CH3:36])[CH:35]=2)=[CH:25][C:24]=1[CH3:39])([CH3:20])[C:18]([OH:40])=[O:17]. (2) Given the reactants [N+:1]([C:4]1[CH:9]=[CH:8][C:7]([N:10]2[CH2:15][CH2:14][N:13]([CH2:16][CH2:17][NH2:18])[CH2:12][CH2:11]2)=[CH:6][CH:5]=1)([O-:3])=[O:2].[C:19]1([N:25]2[C:29]([C:30]3[CH:35]=[CH:34][CH:33]=[CH:32][CH:31]=3)=[CH:28][C:27]([CH:36]=O)=[N:26]2)[CH:24]=[CH:23][CH:22]=[CH:21][CH:20]=1, predict the reaction product. The product is: [C:19]1([N:25]2[C:29]([C:30]3[CH:35]=[CH:34][CH:33]=[CH:32][CH:31]=3)=[CH:28][C:27]([CH2:36][NH:18][CH2:17][CH2:16][N:13]3[CH2:12][CH2:11][N:10]([C:7]4[CH:6]=[CH:5][C:4]([N+:1]([O-:3])=[O:2])=[CH:9][CH:8]=4)[CH2:15][CH2:14]3)=[N:26]2)[CH:24]=[CH:23][CH:22]=[CH:21][CH:20]=1. (3) Given the reactants [NH2:1][CH2:2][C:3]1[C:12](=[O:13])[C:11]2[C:6](=[CH:7][C:8]([Cl:14])=[CH:9][CH:10]=2)[N:5]([C:15]2[CH:20]=[CH:19][CH:18]=[CH:17][CH:16]=2)[CH:4]=1.[F:21][C:22]1[CH:30]=[CH:29][C:28]([F:31])=[CH:27][C:23]=1[C:24](Cl)=[O:25], predict the reaction product. The product is: [Cl:14][C:8]1[CH:7]=[C:6]2[C:11]([C:12](=[O:13])[C:3]([CH2:2][NH:1][C:24](=[O:25])[C:23]3[CH:27]=[C:28]([F:31])[CH:29]=[CH:30][C:22]=3[F:21])=[CH:4][N:5]2[C:15]2[CH:16]=[CH:17][CH:18]=[CH:19][CH:20]=2)=[CH:10][CH:9]=1. (4) Given the reactants [F:1][C:2]([F:32])([F:31])[C:3]1[CH:8]=[CH:7][C:6]([C:9]2[C:10]([C:15]([NH:17][C:18]3[CH:27]=[C:26]4[C:21]([CH:22]=[C:23]([C:28](O)=[O:29])[CH:24]=[N:25]4)=[CH:20][CH:19]=3)=[O:16])=[CH:11][CH:12]=[CH:13][CH:14]=2)=[CH:5][CH:4]=1.Cl.[N:43]1[CH:44]=[CH:45][CH:46]=[CH:47][C:42]=1N([C:42]1[CH:47]=[CH:46][CH:45]=[CH:44][N:43]=1)C.Cl.CN(C)CCCN=C=NCC.O[N:61]1[C:65]2[CH:66]=[CH:67][CH:68]=[CH:69][C:64]=2[N:63]=N1.C(N(CC)CC)C, predict the reaction product. The product is: [N:63]1[CH:64]=[CH:69][CH:68]=[CH:67][C:66]=1[CH:65]([NH:61][C:28]([C:23]1[CH:24]=[N:25][C:26]2[C:21]([CH:22]=1)=[CH:20][CH:19]=[C:18]([NH:17][C:15]([C:10]1[C:9]([C:6]3[CH:5]=[CH:4][C:3]([C:2]([F:31])([F:1])[F:32])=[CH:8][CH:7]=3)=[CH:14][CH:13]=[CH:12][CH:11]=1)=[O:16])[CH:27]=2)=[O:29])[C:42]1[CH:47]=[CH:46][CH:45]=[CH:44][N:43]=1. (5) Given the reactants [N:1]1[CH:6]=[CH:5][CH:4]=[C:3](B(O)O)[CH:2]=1.C([O-])([O-])=O.[Na+].[Na+].I[C:17]1[CH:22]=[CH:21][C:20]([S:23]([C:26]2[CH:31]=[CH:30][CH:29]=[CH:28][CH:27]=2)(=[O:25])=[O:24])=[C:19]([N+:32]([O-:34])=[O:33])[CH:18]=1.O, predict the reaction product. The product is: [N+:32]([C:19]1[CH:18]=[C:17]([C:3]2[CH:2]=[N:1][CH:6]=[CH:5][CH:4]=2)[CH:22]=[CH:21][C:20]=1[S:23]([C:26]1[CH:27]=[CH:28][CH:29]=[CH:30][CH:31]=1)(=[O:25])=[O:24])([O-:34])=[O:33]. (6) Given the reactants C[O:2][C:3](=O)[CH2:4][CH:5]1[C:22]2[C:21]3[CH:20]=[CH:19][C:18]([O:23][Si:24]([C:27]([CH3:30])([CH3:29])[CH3:28])([CH3:26])[CH3:25])=[CH:17][C:16]=3[O:15][CH2:14][C:13]=2[C:12]2[CH:11]=[CH:10][C:9]([O:31][Si:32]([C:35]([CH3:38])([CH3:37])[CH3:36])([CH3:34])[CH3:33])=[CH:8][C:7]=2[O:6]1.CC(C[AlH]CC(C)C)C, predict the reaction product. The product is: [C:27]([Si:24]([CH3:26])([CH3:25])[O:23][C:18]1[CH:19]=[CH:20][C:21]2[C:22]3[CH:5]([CH2:4][CH:3]=[O:2])[O:6][C:7]4[CH:8]=[C:9]([O:31][Si:32]([C:35]([CH3:38])([CH3:37])[CH3:36])([CH3:33])[CH3:34])[CH:10]=[CH:11][C:12]=4[C:13]=3[CH2:14][O:15][C:16]=2[CH:17]=1)([CH3:30])([CH3:29])[CH3:28]. (7) Given the reactants [CH:1]1(B(O)O)[CH2:3][CH2:2]1.P([O-])([O-])([O-])=O.[K+].[K+].[K+].CN(C)C=O.[CH2:20]([O:22][C:23]([C:25]1[CH:26]=[N:27][N:28]([C:31]2[C:36]([Cl:37])=[CH:35][C:34](Br)=[CH:33][N:32]=2)[C:29]=1[CH3:30])=[O:24])[CH3:21], predict the reaction product. The product is: [CH2:20]([O:22][C:23]([C:25]1[CH:26]=[N:27][N:28]([C:31]2[C:36]([Cl:37])=[CH:35][C:34]([CH:1]3[CH2:3][CH2:2]3)=[CH:33][N:32]=2)[C:29]=1[CH3:30])=[O:24])[CH3:21]. (8) Given the reactants [F:1][C:2]([F:42])([F:41])[C:3]1[CH:4]=[C:5]([C@H:13]([O:15][C@H:16]2[CH2:20][N:19]([C:21]([O:23][C:24]([CH3:27])([CH3:26])[CH3:25])=[O:22])[C@@H:18]([CH2:28][CH2:29][C:30]([O:32]C)=[O:31])[C@@H:17]2[C:34]2[CH:39]=[CH:38][C:37]([F:40])=[CH:36][CH:35]=2)[CH3:14])[CH:6]=[C:7]([C:9]([F:12])([F:11])[F:10])[CH:8]=1.O.[OH-].[Li+].O.Cl, predict the reaction product. The product is: [F:12][C:9]([F:10])([F:11])[C:7]1[CH:6]=[C:5]([C@H:13]([O:15][C@H:16]2[CH2:20][N:19]([C:21]([O:23][C:24]([CH3:25])([CH3:27])[CH3:26])=[O:22])[C@@H:18]([CH2:28][CH2:29][C:30]([OH:32])=[O:31])[C@@H:17]2[C:34]2[CH:39]=[CH:38][C:37]([F:40])=[CH:36][CH:35]=2)[CH3:14])[CH:4]=[C:3]([C:2]([F:1])([F:41])[F:42])[CH:8]=1. (9) Given the reactants Cl[C:2]1[CH:7]=[CH:6][N:5]=[CH:4][C:3]=1[N+:8]([O-:10])=[O:9].[CH3:11][C:12]1[CH2:13][C:14](=[O:23])[N:15]([C:17]2[CH:22]=[CH:21][CH:20]=[CH:19][CH:18]=2)[N:16]=1.C(=O)([O-])[O-].[K+].[K+].O, predict the reaction product. The product is: [CH3:11][C:12]1[CH:13]=[C:14]([O:23][C:2]2[CH:7]=[CH:6][N:5]=[CH:4][C:3]=2[N+:8]([O-:10])=[O:9])[N:15]([C:17]2[CH:22]=[CH:21][CH:20]=[CH:19][CH:18]=2)[N:16]=1.